From a dataset of Full USPTO retrosynthesis dataset with 1.9M reactions from patents (1976-2016). Predict the reactants needed to synthesize the given product. Given the product [F:37][C:32]1[CH:33]=[CH:34][CH:35]=[CH:36][C:31]=1[CH2:30][O:29][C:27]1[CH:26]=[C:8]([CH:7]=[C:6]([O:5][CH2:4][C:3]2[CH:38]=[CH:39][CH:40]=[CH:41][C:2]=2[F:1])[CH:28]=1)[C:9]([NH:11][C:12]1[CH:13]=[CH:14][CH:15]=[C:16]2[C:20]=1[NH:19][C:18]([C:21]([OH:23])=[O:22])=[CH:17]2)=[O:10], predict the reactants needed to synthesize it. The reactants are: [F:1][C:2]1[CH:41]=[CH:40][CH:39]=[CH:38][C:3]=1[CH2:4][O:5][C:6]1[CH:7]=[C:8]([CH:26]=[C:27]([O:29][CH2:30][C:31]2[CH:36]=[CH:35][CH:34]=[CH:33][C:32]=2[F:37])[CH:28]=1)[C:9]([NH:11][C:12]1[CH:13]=[CH:14][CH:15]=[C:16]2[C:20]=1[NH:19][C:18]([C:21]([O:23]CC)=[O:22])=[CH:17]2)=[O:10].CO.[OH-].[K+].C(O)(=O)CC(CC(O)=O)(C(O)=O)O.